This data is from Peptide-MHC class I binding affinity with 185,985 pairs from IEDB/IMGT. The task is: Regression. Given a peptide amino acid sequence and an MHC pseudo amino acid sequence, predict their binding affinity value. This is MHC class I binding data. The peptide sequence is KVPYFVRVQGL. The MHC is Mamu-A01 with pseudo-sequence Mamu-A01. The binding affinity (normalized) is 0.487.